Predict the reaction yield, written as a fraction of the theoretical maximum amount of product (1.0 means a 100% yield; for example, 0.34 means a 34% yield). From a dataset of Reaction yield outcomes from USPTO patents with 853,638 reactions. (1) The reactants are [NH2:1][C:2]1[CH:3]=[C:4]2[C:8](=[CH:9][CH:10]=1)[NH:7][CH:6]=[C:5]2[CH2:11][CH2:12][N:13]([CH3:15])[CH3:14].[Cl:16][C:17]1[CH:30]=[CH:29][C:20]2[S:21][C:22]([S:25](Cl)(=[O:27])=[O:26])=[C:23]([CH3:24])[C:19]=2[CH:18]=1. The catalyst is N1C=CC=CC=1. The product is [CH3:15][N:13]([CH3:14])[CH2:12][CH2:11][C:5]1[C:4]2[C:8](=[CH:9][CH:10]=[C:2]([NH:1][S:25]([C:22]3[S:21][C:20]4[CH:29]=[CH:30][C:17]([Cl:16])=[CH:18][C:19]=4[C:23]=3[CH3:24])(=[O:27])=[O:26])[CH:3]=2)[NH:7][CH:6]=1. The yield is 0.820. (2) The reactants are [OH:1][C:2]1[C:3]2[C:10]3[CH2:11][CH:12]([C:15]([O:17][CH2:18][CH3:19])=[O:16])[CH2:13][CH2:14][C:9]=3[S:8][C:4]=2[N:5]=[CH:6][N:7]=1.C(C1C(=O)C(Cl)=C(Cl)C(=O)C=1C#N)#N. The catalyst is O1CCOCC1. The product is [OH:1][C:2]1[C:3]2[C:10]3[CH:11]=[C:12]([C:15]([O:17][CH2:18][CH3:19])=[O:16])[CH:13]=[CH:14][C:9]=3[S:8][C:4]=2[N:5]=[CH:6][N:7]=1. The yield is 0.560. (3) The reactants are [Cl:1][C:2]1[N:7]=[C:6]([NH2:8])[C:5]([N+:9]([O-])=O)=[CH:4][C:3]=1[I:12].[NH4+].[Cl-]. The catalyst is C(O)C.O.[Fe]. The product is [Cl:1][C:2]1[N:7]=[C:6]([NH2:8])[C:5]([NH2:9])=[CH:4][C:3]=1[I:12]. The yield is 0.970. (4) The reactants are [C:1]1([S:7]([N:10]2[C:14]3=[N:15][CH:16]=[C:17]([F:19])[CH:18]=[C:13]3[CH:12]=[C:11]2[CH:20]([OH:28])[CH2:21][CH:22]2[CH2:27][CH2:26][O:25][CH2:24][CH2:23]2)(=[O:9])=[O:8])[CH:6]=[CH:5][CH:4]=[CH:3][CH:2]=1.CC(OI1(OC(C)=O)(OC(C)=O)OC(=O)C2C=CC=CC1=2)=O. The catalyst is ClCCl. The product is [C:1]1([S:7]([N:10]2[C:14]3=[N:15][CH:16]=[C:17]([F:19])[CH:18]=[C:13]3[CH:12]=[C:11]2[C:20](=[O:28])[CH2:21][CH:22]2[CH2:23][CH2:24][O:25][CH2:26][CH2:27]2)(=[O:9])=[O:8])[CH:2]=[CH:3][CH:4]=[CH:5][CH:6]=1. The yield is 0.900. (5) The reactants are [NH2:1][C@H:2]1[CH2:7][CH2:6][N:5]([C:8]2[S:9][CH:10]=[C:11]([CH2:13][C:14]([O:16][CH2:17][CH3:18])=[O:15])[N:12]=2)[CH2:4][C@H:3]1[O:19][CH3:20].[Cl:21][C:22]1[N:23]=[C:24]([C:29](O)=[O:30])[NH:25][C:26]=1[CH2:27][CH3:28].CCN=C=NCCCN(C)C.Cl.C1C=CC2N(O)N=NC=2C=1. No catalyst specified. The product is [Cl:21][C:22]1[N:23]=[C:24]([C:29]([NH:1][C@H:2]2[CH2:7][CH2:6][N:5]([C:8]3[S:9][CH:10]=[C:11]([CH2:13][C:14]([O:16][CH2:17][CH3:18])=[O:15])[N:12]=3)[CH2:4][C@H:3]2[O:19][CH3:20])=[O:30])[NH:25][C:26]=1[CH2:27][CH3:28]. The yield is 0.360. (6) The reactants are [Cl:1][C:2]1[C:9]([F:10])=[CH:8][CH:7]=[C:6]([O:11]C)[C:3]=1[CH:4]=[O:5].B(Br)(Br)Br. The catalyst is ClCCl. The yield is 0.800. The product is [Cl:1][C:2]1[C:9]([F:10])=[CH:8][CH:7]=[C:6]([OH:11])[C:3]=1[CH:4]=[O:5]. (7) The reactants are Br[C:2]1[CH:18]=[CH:17][C:5]2[O:6][CH2:7][CH2:8][C:9]3[S:13][C:12]([C:14]([NH2:16])=[O:15])=[N:11][C:10]=3[C:4]=2[CH:3]=1.[C:19]([C:21]1([OH:29])[CH2:26][CH2:25][CH2:24][N:23]([CH3:27])[C:22]1=[O:28])#[CH:20]. No catalyst specified. The product is [OH:29][C:21]1([C:19]#[C:20][C:2]2[CH:18]=[CH:17][C:5]3[O:6][CH2:7][CH2:8][C:9]4[S:13][C:12]([C:14]([NH2:16])=[O:15])=[N:11][C:10]=4[C:4]=3[CH:3]=2)[CH2:26][CH2:25][CH2:24][N:23]([CH3:27])[C:22]1=[O:28]. The yield is 0.0800. (8) The reactants are [NH2:1][C:2]1[CH:3]=[N:4][C:5]2[C:10]([CH:11]=1)=[CH:9][CH:8]=[CH:7][CH:6]=2.C[Si]([N-][Si](C)(C)C)(C)C.[Na+].[C:22](O[C:22]([O:24][C:25]([CH3:28])([CH3:27])[CH3:26])=[O:23])([O:24][C:25]([CH3:28])([CH3:27])[CH3:26])=[O:23]. The catalyst is C1COCC1. The product is [C:25]([O:24][C:22](=[O:23])[NH:1][C:2]1[CH:3]=[N:4][C:5]2[C:10]([CH:11]=1)=[CH:9][CH:8]=[CH:7][CH:6]=2)([CH3:28])([CH3:27])[CH3:26]. The yield is 0.835. (9) The reactants are [H-].[Al+3].[Li+].[H-].[H-].[H-].[CH3:7][C:8]1[O:12][C:11]([C:13]2[CH:18]=[CH:17][CH:16]=[CH:15][CH:14]=2)=[N:10][C:9]=1[CH:19]=[CH:20][C:21](OCC)=[O:22].C(O)(C)C.Cl. The catalyst is C1COCC1.CCOCC.O. The product is [CH3:7][C:8]1[O:12][C:11]([C:13]2[CH:18]=[CH:17][CH:16]=[CH:15][CH:14]=2)=[N:10][C:9]=1[CH:19]=[CH:20][CH2:21][OH:22]. The yield is 0.520.